Dataset: Reaction yield outcomes from USPTO patents with 853,638 reactions. Task: Predict the reaction yield, written as a fraction of the theoretical maximum amount of product (1.0 means a 100% yield; for example, 0.34 means a 34% yield). (1) The reactants are C([O:8][C:9]1[CH:14]=[CH:13][C:12]([CH2:15][CH2:16][C:17]2([CH2:23][OH:24])[CH2:21][O:20][C:19]([CH3:22])=[N:18]2)=[CH:11][CH:10]=1)C1C=CC=CC=1. The catalyst is CO.[Pd]. The product is [OH:24][CH2:23][C:17]1([CH2:16][CH2:15][C:12]2[CH:11]=[CH:10][C:9]([OH:8])=[CH:14][CH:13]=2)[CH2:21][O:20][C:19]([CH3:22])=[N:18]1. The yield is 1.00. (2) The reactants are [CH3:1][N:2]([CH3:46])[C:3](=[O:45])[CH2:4][NH:5][C@:6]12[CH2:41][CH2:40][C@@H:39]([C:42]([CH3:44])=[CH2:43])[C@@H:7]1[C@@H:8]1[C@@:21]([CH3:24])([CH2:22][CH2:23]2)[C@@:20]2([CH3:25])[C@@H:11]([C@:12]3([CH3:38])[C@@H:17]([CH2:18][CH2:19]2)[C:16]([CH3:27])([CH3:26])[C:15]([C:28]2[CH:37]=[CH:36][C:31]([C:32]([O:34]C)=[O:33])=[CH:30][CH:29]=2)=[CH:14][CH2:13]3)[CH2:10][CH2:9]1.[OH-].[Na+]. The catalyst is O1CCOCC1. The product is [CH3:46][N:2]([CH3:1])[C:3](=[O:45])[CH2:4][NH:5][C@:6]12[CH2:41][CH2:40][C@@H:39]([C:42]([CH3:44])=[CH2:43])[C@@H:7]1[C@@H:8]1[C@@:21]([CH3:24])([CH2:22][CH2:23]2)[C@@:20]2([CH3:25])[C@@H:11]([C@:12]3([CH3:38])[C@@H:17]([CH2:18][CH2:19]2)[C:16]([CH3:27])([CH3:26])[C:15]([C:28]2[CH:29]=[CH:30][C:31]([C:32]([OH:34])=[O:33])=[CH:36][CH:37]=2)=[CH:14][CH2:13]3)[CH2:10][CH2:9]1. The yield is 0.310. (3) The reactants are [Cl:1][C:2]1[C:9]([F:10])=[CH:8][CH:7]=[C:6]([O:11]C)[C:3]=1[CH:4]=[O:5].B(Br)(Br)Br. The catalyst is ClCCl. The product is [Cl:1][C:2]1[C:9]([F:10])=[CH:8][CH:7]=[C:6]([OH:11])[C:3]=1[CH:4]=[O:5]. The yield is 0.800. (4) The reactants are CC([O-])(C)C.[Na+].CC1C=CC2C=CC3C=CC(C)=NC=3C=2N=1.[F:23][C:24]1[CH:25]=[C:26]([SH:30])[CH:27]=[CH:28][CH:29]=1.[Cl:31][C:32]1[C:33](I)=[C:34]([O:38][CH3:39])[CH:35]=[CH:36][CH:37]=1. The catalyst is [Cu]I. The product is [Cl:31][C:32]1[CH:37]=[CH:36][CH:35]=[C:34]([O:38][CH3:39])[C:33]=1[S:30][C:26]1[CH:27]=[CH:28][CH:29]=[C:24]([F:23])[CH:25]=1. The yield is 1.00. (5) The reactants are [N+:1]([C:4]1[CH:26]=[CH:25][C:7]([O:8][C:9]2[CH:10]=[CH:11][C:12]([B:17]3[O:21]C(C)(C)C(C)[O:18]3)=[C:13]([CH:16]=2)[CH:14]=O)=[CH:6][CH:5]=1)([O-:3])=[O:2].[BH4-].[Na+].Cl.C([O-])(O)=O.[Na+]. The catalyst is CCO.O. The product is [N+:1]([C:4]1[CH:26]=[CH:25][C:7]([O:8][C:9]2[CH:10]=[CH:11][C:12]3[B:17]([OH:18])[O:21][CH2:14][C:13]=3[CH:16]=2)=[CH:6][CH:5]=1)([O-:3])=[O:2]. The yield is 0.964. (6) The reactants are CO[C:3](=[O:24])[C:4]1[CH:9]=[CH:8][C:7]([O:10][CH2:11][C:12]2[C:13]([C:17]3[CH:22]=[CH:21][C:20]([F:23])=[CH:19][CH:18]=3)=[N:14][O:15][CH:16]=2)=[N:6][CH:5]=1.[NH2:25][C@@H:26]([CH2:28][OH:29])[CH3:27]. No catalyst specified. The product is [F:23][C:20]1[CH:19]=[CH:18][C:17]([C:13]2[C:12]([CH2:11][O:10][C:7]3[CH:8]=[CH:9][C:4]([C:3]([NH:25][C@H:26]([CH3:27])[CH2:28][OH:29])=[O:24])=[CH:5][N:6]=3)=[CH:16][O:15][N:14]=2)=[CH:22][CH:21]=1. The yield is 0.410.